Dataset: Reaction yield outcomes from USPTO patents with 853,638 reactions. Task: Predict the reaction yield, written as a fraction of the theoretical maximum amount of product (1.0 means a 100% yield; for example, 0.34 means a 34% yield). (1) The reactants are [NH2:1][CH:2]1[CH2:7][CH2:6][N:5]([CH2:8][CH2:9][N:10]2[C:15]3[CH:16]=[C:17]([C:20]#[N:21])[CH:18]=[CH:19][C:14]=3[O:13][CH2:12][C:11]2=[O:22])[CH2:4][CH2:3]1.[F:23][C:24]1[CH:29]=[CH:28][C:27]([F:30])=[CH:26][C:25]=1[CH:31]1[CH2:33][CH:32]1[CH:34]=O.C([BH3-])#N.[Na+]. No catalyst specified. The product is [F:23][C:24]1[CH:29]=[CH:28][C:27]([F:30])=[CH:26][C:25]=1[CH:31]1[CH2:33][CH:32]1[CH2:34][NH:1][CH:2]1[CH2:7][CH2:6][N:5]([CH2:8][CH2:9][N:10]2[C:15]3[CH:16]=[C:17]([C:20]#[N:21])[CH:18]=[CH:19][C:14]=3[O:13][CH2:12][C:11]2=[O:22])[CH2:4][CH2:3]1. The yield is 0.420. (2) The reactants are [OH:1][C@@H:2]([CH3:12])[CH2:3][NH:4][C:5](=[O:11])[O:6][C:7]([CH3:10])([CH3:9])[CH3:8].[H-].[Na+].[CH3:15]I. The catalyst is O1CCCC1. The product is [CH3:15][O:1][C@@H:2]([CH3:12])[CH2:3][NH:4][C:5](=[O:11])[O:6][C:7]([CH3:8])([CH3:10])[CH3:9]. The yield is 0.940.